This data is from Catalyst prediction with 721,799 reactions and 888 catalyst types from USPTO. The task is: Predict which catalyst facilitates the given reaction. (1) Product: [CH2:1]([O:3][C:4]([C:6]1[C:10]([CH:11]=[CH:12][C:13]2[CH:18]=[CH:17][C:16]([CH:19]([CH3:20])[CH3:21])=[CH:15][C:14]=2[Cl:22])=[CH:9][S:8][C:7]=1[N:23]1[C:27](=[O:28])[C:26]2[C:25](=[CH:33][CH:32]=[CH:31][CH:30]=2)[C:24]1=[O:29])=[O:5])[CH3:2]. Reactant: [CH2:1]([O:3][C:4]([C:6]1[C:10]([CH:11]=[CH:12][C:13]2[CH:18]=[CH:17][C:16]([CH:19]([CH3:21])[CH3:20])=[CH:15][C:14]=2[Cl:22])=[CH:9][S:8][C:7]=1[NH2:23])=[O:5])[CH3:2].[C:24]1(=O)[O:29][C:27](=[O:28])[C:26]2=[CH:30][CH:31]=[CH:32][CH:33]=[C:25]12. The catalyst class is: 15. (2) Reactant: [C:1]([C:5]1[N:10]=[C:9]([N:11]2[CH2:16][CH2:15][N:14]([CH2:17][CH2:18][CH2:19][CH2:20][NH2:21])[CH2:13][CH2:12]2)[CH:8]=[C:7]([C:22]([F:25])([F:24])[F:23])[N:6]=1)([CH3:4])([CH3:3])[CH3:2].C1N=CN([C:31]([N:33]2[CH:37]=N[CH:35]=[CH:34]2)=[O:32])C=1.[Cl:38][C:39]1[CH:47]=[CH:46][C:45]2[NH:44][C:43]3CCNC[C:42]=3[C:41]=2[CH:40]=1. Product: [C:1]([C:5]1[N:10]=[C:9]([N:11]2[CH2:16][CH2:15][N:14]([CH2:17][CH2:18][CH2:19][CH2:20][NH:21][C:31]([N:33]3[CH2:34][CH2:35][C:43]4[NH:44][C:45]5[CH:46]=[CH:47][C:39]([Cl:38])=[CH:40][C:41]=5[C:42]=4[CH2:37]3)=[O:32])[CH2:13][CH2:12]2)[CH:8]=[C:7]([C:22]([F:24])([F:25])[F:23])[N:6]=1)([CH3:4])([CH3:2])[CH3:3]. The catalyst class is: 147. (3) Reactant: ClC[CH2:3][C:4]([OH:6])=O.[ClH:7].[CH3:8][O:9][C:10](=[O:19])[C@@H:11]([CH3:18])[NH:12][C:13](=[O:17])[C@@H:14]([CH3:16])[NH2:15].CN(C(ON1N=NC2C=CC=NC1=2)=[N+](C)C)C.F[P-](F)(F)(F)(F)F.CN1CCOCC1. Product: [Cl:7][CH2:3][C:4]([NH:15][C@@H:14]([C:13]([NH:12][C@@H:11]([C:10]([O:9][CH3:8])=[O:19])[CH3:18])=[O:17])[CH3:16])=[O:6]. The catalyst class is: 18. (4) Reactant: [NH2:1][C:2]1[CH:7]=[CH:6][C:5]([OH:8])=[C:4]([F:9])[C:3]=1[F:10].NC1C(O)=C(F)C(F)=CC=1.CC(C)([O-])C.[K+].Cl[C:28]1[CH:33]=[CH:32][N:31]=[C:30]([C:34]([NH2:36])=[O:35])[CH:29]=1.[OH-].[Na+]. Product: [NH2:1][C:2]1[CH:7]=[CH:6][C:5]([O:8][C:28]2[CH:33]=[CH:32][N:31]=[C:30]([C:34]([NH2:36])=[O:35])[CH:29]=2)=[C:4]([F:9])[C:3]=1[F:10]. The catalyst class is: 16. (5) Reactant: [N:1]1[CH:6]=[CH:5][CH:4]=[C:3]([NH2:7])[CH:2]=1.C(Cl)CCl.C1C=CC2N(O)N=NC=2C=1.C(N1CCOCC1)C.[F:30][C:31]1[CH:36]=[CH:35][C:34]([CH2:37][O:38][C:39]2[CH:47]=[CH:46][C:45]([CH:48]=[O:49])=[CH:44][C:40]=2[C:41](O)=[O:42])=[CH:33][CH:32]=1. Product: [F:30][C:31]1[CH:36]=[CH:35][C:34]([CH2:37][O:38][C:39]2[CH:47]=[CH:46][C:45]([CH:48]=[O:49])=[CH:44][C:40]=2[C:41]([NH:7][C:3]2[CH:2]=[N:1][CH:6]=[CH:5][CH:4]=2)=[O:42])=[CH:33][CH:32]=1. The catalyst class is: 9. (6) Reactant: [C:1]([C:5]1[N:9]([CH2:10][CH:11]2[CH2:16][CH2:15][O:14][CH2:13][CH2:12]2)[C:8]2[CH:17]=[CH:18][C:19]([S:21](Cl)(=[O:23])=[O:22])=[CH:20][C:7]=2[N:6]=1)([CH3:4])([CH3:3])[CH3:2].[NH:25]1[CH2:30][CH2:29][CH2:28][CH2:27][CH2:26]1. Product: [C:1]([C:5]1[N:9]([CH2:10][CH:11]2[CH2:16][CH2:15][O:14][CH2:13][CH2:12]2)[C:8]2[CH:17]=[CH:18][C:19]([S:21]([N:25]3[CH2:30][CH2:29][CH2:28][CH2:27][CH2:26]3)(=[O:23])=[O:22])=[CH:20][C:7]=2[N:6]=1)([CH3:4])([CH3:3])[CH3:2]. The catalyst class is: 649. (7) Reactant: [C:1]([O:5][C:6](=[O:26])[CH2:7][NH:8][S:9]([C:12]1[CH:17]=[CH:16][C:15]([O:18][CH2:19][C:20]2[CH:25]=[CH:24][CH:23]=[CH:22][CH:21]=2)=[CH:14][CH:13]=1)(=[O:11])=[O:10])([CH3:4])([CH3:3])[CH3:2].C(=O)([O-])[O-].[Cs+].[Cs+].Br[CH:34]([CH3:38])[CH2:35][CH:36]=[CH2:37].[I-].[K+]. Product: [C:1]([O:5][C:6](=[O:26])[CH2:7][N:8]([S:9]([C:12]1[CH:13]=[CH:14][C:15]([O:18][CH2:19][C:20]2[CH:21]=[CH:22][CH:23]=[CH:24][CH:25]=2)=[CH:16][CH:17]=1)(=[O:11])=[O:10])[CH2:37][CH2:36][CH2:35][CH:34]=[CH2:38])([CH3:4])([CH3:2])[CH3:3]. The catalyst class is: 145. (8) Reactant: C(O)C.C(O)(=O)C.[C:8]([CH2:21][CH:22]([CH2:24][CH2:25][CH2:26][CH2:27][CH2:28][CH2:29][CH2:30][CH2:31][CH2:32][OH:33])I)([C:11]([C:14]([C:17]([F:20])([F:19])[F:18])([F:16])[F:15])([F:13])[F:12])([F:10])[F:9]. Product: [C:8]([CH2:21][CH2:22][CH2:24][CH2:25][CH2:26][CH2:27][CH2:28][CH2:29][CH2:30][CH2:31][CH2:32][OH:33])([C:11]([C:14]([C:17]([F:18])([F:19])[F:20])([F:16])[F:15])([F:13])[F:12])([F:10])[F:9]. The catalyst class is: 739.